From a dataset of Forward reaction prediction with 1.9M reactions from USPTO patents (1976-2016). Predict the product of the given reaction. Given the reactants [NH:1]1[C:5]2=[N:6][CH:7]=[CH:8][CH:9]=[C:4]2[C:3]([CH:10]=[O:11])=[CH:2]1.[H-].[Na+].[CH:14]([Si:17](Cl)([CH:21]([CH3:23])[CH3:22])[CH:18]([CH3:20])[CH3:19])([CH3:16])[CH3:15].O, predict the reaction product. The product is: [CH:14]([Si:17]([CH:21]([CH3:23])[CH3:22])([CH:18]([CH3:20])[CH3:19])[N:1]1[C:5]2=[N:6][CH:7]=[CH:8][CH:9]=[C:4]2[C:3]([CH:10]=[O:11])=[CH:2]1)([CH3:16])[CH3:15].